This data is from Forward reaction prediction with 1.9M reactions from USPTO patents (1976-2016). The task is: Predict the product of the given reaction. (1) Given the reactants [CH:1]1[C:10]2[C:5](=[CH:6][CH:7]=[CH:8][CH:9]=2)[CH:4]=[CH:3][C:2]=1[C:11]1[N:16]=[C:15]2[N:17]([CH:20]3[CH2:25][CH2:24][N:23](C(OC(C)(C)C)=O)[CH2:22][CH2:21]3)[CH:18]=[N:19][C:14]2=[CH:13][CH:12]=1.FC(F)(F)C(O)=O, predict the reaction product. The product is: [CH:1]1[C:10]2[C:5](=[CH:6][CH:7]=[CH:8][CH:9]=2)[CH:4]=[CH:3][C:2]=1[C:11]1[N:16]=[C:15]2[N:17]([CH:20]3[CH2:25][CH2:24][NH:23][CH2:22][CH2:21]3)[CH:18]=[N:19][C:14]2=[CH:13][CH:12]=1. (2) Given the reactants [CH2:1]([N:8]1[CH2:14][CH2:13][C:12](=S)[NH:11][CH2:10][CH2:9]1)[C:2]1[CH:7]=[CH:6][CH:5]=[CH:4][CH:3]=1.[NH2:16][NH2:17], predict the reaction product. The product is: [CH2:1]([N:8]1[CH2:14][CH2:13]/[C:12](=[N:16]/[NH2:17])/[NH:11][CH2:10][CH2:9]1)[C:2]1[CH:7]=[CH:6][CH:5]=[CH:4][CH:3]=1. (3) Given the reactants O=[C:2]([CH2:8]CC)[C:3]([O:5][CH2:6][CH3:7])=[O:4].[CH:11]([Mg]Br)=[CH2:12], predict the reaction product. The product is: [CH3:7][C:6]1([CH:11]=[CH2:12])[O:5][C:3](=[O:4])[CH2:2][CH2:8]1. (4) The product is: [CH:21]1([NH:17][C:13]([C:7]2[C:6]3[C:10](=[CH:11][CH:12]=[C:4]([N+:1]([O-:3])=[O:2])[CH:5]=3)[NH:9][N:8]=2)=[O:15])[CH2:22][CH2:23][CH2:24][CH2:25][CH2:20]1. Given the reactants [N+:1]([C:4]1[CH:5]=[C:6]2[C:10](=[CH:11][CH:12]=1)[NH:9][N:8]=[C:7]2[C:13]([OH:15])=O)([O-:3])=[O:2].O[N:17]1[C:21]2[CH:22]=[CH:23][CH:24]=[CH:25][C:20]=2N=N1.Cl.C(N=C=NCCCN(C)C)C.C1(N)CCCCC1, predict the reaction product.